This data is from Peptide-MHC class I binding affinity with 185,985 pairs from IEDB/IMGT. The task is: Regression. Given a peptide amino acid sequence and an MHC pseudo amino acid sequence, predict their binding affinity value. This is MHC class I binding data. (1) The peptide sequence is YLRGHTESI. The MHC is HLA-A02:03 with pseudo-sequence HLA-A02:03. The binding affinity (normalized) is 1.00. (2) The peptide sequence is APLAHRLGM. The MHC is HLA-B27:05 with pseudo-sequence HLA-B27:05. The binding affinity (normalized) is 0.0847. (3) The peptide sequence is ITLWQRPLV. The MHC is HLA-B40:02 with pseudo-sequence HLA-B40:02. The binding affinity (normalized) is 0. (4) The peptide sequence is LLENKSLTIL. The MHC is HLA-A68:02 with pseudo-sequence HLA-A68:02. The binding affinity (normalized) is 0.0790. (5) The peptide sequence is FIESSICLDY. The MHC is HLA-A03:01 with pseudo-sequence HLA-A03:01. The binding affinity (normalized) is 0.263. (6) The peptide sequence is YFRNSGMTY. The MHC is HLA-A01:01 with pseudo-sequence HLA-A01:01. The binding affinity (normalized) is 0.327. (7) The MHC is HLA-B40:01 with pseudo-sequence HLA-B40:01. The peptide sequence is SEMGANFRA. The binding affinity (normalized) is 0.452.